The task is: Predict the product of the given reaction.. This data is from Forward reaction prediction with 1.9M reactions from USPTO patents (1976-2016). (1) Given the reactants F[C:2]1[CH:27]=[CH:26][CH:25]=[C:24](F)[C:3]=1[C:4]([N:6]([C@H:8]1[CH2:12][CH2:11][CH2:10][C@@H:9]1[NH:13][C:14]1[S:15][C:16]2[CH:22]=[C:21]([F:23])[CH:20]=[CH:19][C:17]=2[N:18]=1)[CH3:7])=[O:5].FC1C=CC2N=C(N[C@H]3CCC[C@@H]3NC)SC=2C=1.[N:47]1(C2C=CC=CC=2C(O)=O)[CH:51]=[CH:50][CH:49]=[N:48]1, predict the reaction product. The product is: [F:23][C:21]1[CH:20]=[CH:19][C:17]2[N:18]=[C:14]([NH:13][C@H:9]3[CH2:10][CH2:11][CH2:12][C@@H:8]3[N:6]([CH3:7])[C:4](=[O:5])[C:3]3[CH:24]=[CH:25][CH:26]=[CH:27][C:2]=3[N:47]3[CH:51]=[CH:50][CH:49]=[N:48]3)[S:15][C:16]=2[CH:22]=1. (2) The product is: [Br:1][C:2]1[CH:12]=[CH:11][C:5]2[O:6][C:7]3[C:8](=[O:9])[NH:10][C:16]([CH2:17][N:21]4[CH2:26][CH2:25][O:24][CH2:23][CH2:22]4)=[N:14][C:13]=3[C:4]=2[CH:3]=1. Given the reactants [Br:1][C:2]1[CH:12]=[CH:11][C:5]([O:6][CH2:7][C:8]([NH2:10])=[O:9])=[C:4]([C:13]#[N:14])[CH:3]=1.N1CCC[CH2:17][CH2:16]1.[NH:21]1[CH2:26][CH2:25][O:24][CH2:23][CH2:22]1, predict the reaction product. (3) Given the reactants C(O)(C(F)(F)F)=O.[CH3:8][O:9][C@@H:10]1[CH2:14][O:13][C@@H:12]2[C@H:15]([O:18][C:19]3[N:20](COCC[Si](C)(C)C)[C:21]4[C:22]([N:40]=3)=[N:23][C:24]([C:28]3[CH:33]=[CH:32][C:31]([C:34]5[CH:39]=[CH:38][CH:37]=[CH:36][CH:35]=5)=[CH:30][CH:29]=3)=[C:25]([Cl:27])[CH:26]=4)[CH2:16][O:17][C@H:11]12, predict the reaction product. The product is: [CH3:8][O:9][C@@H:10]1[CH2:14][O:13][C@@H:12]2[C@H:15]([O:18][C:19]3[NH:20][C:21]4[C:22]([N:40]=3)=[N:23][C:24]([C:28]3[CH:33]=[CH:32][C:31]([C:34]5[CH:39]=[CH:38][CH:37]=[CH:36][CH:35]=5)=[CH:30][CH:29]=3)=[C:25]([Cl:27])[CH:26]=4)[CH2:16][O:17][C@H:11]12.